From a dataset of Full USPTO retrosynthesis dataset with 1.9M reactions from patents (1976-2016). Predict the reactants needed to synthesize the given product. Given the product [NH2:1][C:2]1[C:3]([C:25]([NH:27][CH3:28])=[O:26])=[N:4][C:5]([C:8]2[C:9]([CH3:24])=[N:10][N:11]([CH2:13][CH2:14][CH2:15][OH:16])[CH:12]=2)=[CH:6][CH:7]=1, predict the reactants needed to synthesize it. The reactants are: [NH2:1][C:2]1[C:3]([C:25]([NH:27][CH3:28])=[O:26])=[N:4][C:5]([C:8]2[C:9]([CH3:24])=[N:10][N:11]([CH2:13][CH2:14][CH2:15][O:16]CC3C=CC=CC=3)[CH:12]=2)=[CH:6][CH:7]=1.